This data is from Full USPTO retrosynthesis dataset with 1.9M reactions from patents (1976-2016). The task is: Predict the reactants needed to synthesize the given product. (1) Given the product [CH2:1]([O:3][C:4]([C:6]1([CH2:10][NH2:11])[CH2:9][CH2:8][CH2:7]1)=[O:5])[CH3:2], predict the reactants needed to synthesize it. The reactants are: [CH2:1]([O:3][C:4]([C:6]1([C:10]#[N:11])[CH2:9][CH2:8][CH2:7]1)=[O:5])[CH3:2].[H][H]. (2) Given the product [CH2:20]([O:19][C:16]1[CH:17]=[CH:18][C:13]([CH:31]=[O:32])=[C:14]([CH2:27][CH3:28])[CH:15]=1)[C:21]1[CH:26]=[CH:25][CH:24]=[CH:23][CH:22]=1, predict the reactants needed to synthesize it. The reactants are: [Li]CCCC.CCCCCC.Br[C:13]1[CH:18]=[CH:17][C:16]([O:19][CH2:20][C:21]2[CH:26]=[CH:25][CH:24]=[CH:23][CH:22]=2)=[CH:15][C:14]=1[CH2:27][CH3:28].CN(C)[CH:31]=[O:32].[NH4+].[Cl-]. (3) The reactants are: C(OC([N:8]1[CH2:13][CH2:12][CH:11]([N:14]2[CH2:17][C:16]([F:19])([F:18])[CH2:15]2)[CH2:10][CH2:9]1)=O)(C)(C)C. Given the product [F:19][C:16]1([F:18])[CH2:17][N:14]([CH:11]2[CH2:10][CH2:9][NH:8][CH2:13][CH2:12]2)[CH2:15]1, predict the reactants needed to synthesize it. (4) Given the product [Cl:1][C:2]1[C:3]([C:27]2[CH:32]=[C:31]([Cl:33])[CH:30]=[CH:29][C:28]=2[O:34][CH:35]([F:37])[F:36])=[CH:4][C:5](=[O:26])[N:6]([CH2:8][C:9]([NH:11][C:12]2[CH:13]=[CH:14][C:15]3[N:16]([CH:18]=[C:19]([C:21]([OH:23])=[O:22])[N:20]=3)[CH:17]=2)=[O:10])[CH:7]=1, predict the reactants needed to synthesize it. The reactants are: [Cl:1][C:2]1[C:3]([C:27]2[CH:32]=[C:31]([Cl:33])[CH:30]=[CH:29][C:28]=2[O:34][CH:35]([F:37])[F:36])=[CH:4][C:5](=[O:26])[N:6]([CH2:8][C:9]([NH:11][C:12]2[CH:13]=[CH:14][C:15]3[N:16]([CH:18]=[C:19]([C:21]([O:23]CC)=[O:22])[N:20]=3)[CH:17]=2)=[O:10])[CH:7]=1.[OH-].[Li+]. (5) The reactants are: [CH2:1]([C:8]1[C:13](=[O:14])[C:12]([I:15])=[C:11]([CH3:16])[NH:10][C:9]=1[CH3:17])[CH2:2][CH2:3][CH2:4][CH2:5][CH2:6][CH3:7].[H-].[Na+].[H][H].[CH2:22](Cl)[C:23]1[CH:28]=[CH:27][CH:26]=[CH:25][CH:24]=1. Given the product [CH2:22]([O:14][C:13]1[C:12]([I:15])=[C:11]([CH3:16])[N:10]=[C:9]([CH3:17])[C:8]=1[CH2:1][CH2:2][CH2:3][CH2:4][CH2:5][CH2:6][CH3:7])[C:23]1[CH:28]=[CH:27][CH:26]=[CH:25][CH:24]=1, predict the reactants needed to synthesize it.